This data is from Full USPTO retrosynthesis dataset with 1.9M reactions from patents (1976-2016). The task is: Predict the reactants needed to synthesize the given product. (1) Given the product [CH3:1][O:2][C:3](=[O:35])[CH2:4][CH:5]1[C:14]2[C:9](=[C:10]([F:15])[CH:11]=[CH:12][CH:13]=2)[N:8]=[C:7]([C:16]2[CH:21]=[CH:20][C:19]([C:42]3[CH:41]=[CH:40][CH:39]=[C:38]([O:37][CH3:36])[CH:43]=3)=[CH:18][CH:17]=2)[N:6]1[C:23]1[CH:28]=[C:27]([C:29]([F:32])([F:31])[F:30])[CH:26]=[CH:25][C:24]=1[O:33][CH3:34], predict the reactants needed to synthesize it. The reactants are: [CH3:1][O:2][C:3](=[O:35])[CH2:4][CH:5]1[C:14]2[C:9](=[C:10]([F:15])[CH:11]=[CH:12][CH:13]=2)[N:8]=[C:7]([C:16]2[CH:21]=[CH:20][C:19](Br)=[CH:18][CH:17]=2)[N:6]1[C:23]1[CH:28]=[C:27]([C:29]([F:32])([F:31])[F:30])[CH:26]=[CH:25][C:24]=1[O:33][CH3:34].[CH3:36][O:37][C:38]1[CH:39]=[C:40](B(O)O)[CH:41]=[CH:42][CH:43]=1.C(=O)([O-])[O-].[Na+].[Na+]. (2) Given the product [Br:20][CH2:7][C:6]1[S:5][C:4]([C:9]2[CH:14]=[CH:13][C:12]([C:15]([F:18])([F:17])[F:16])=[CH:11][CH:10]=2)=[N:3][C:2]=1[CH3:1], predict the reactants needed to synthesize it. The reactants are: [CH3:1][C:2]1[N:3]=[C:4]([C:9]2[CH:14]=[CH:13][C:12]([C:15]([F:18])([F:17])[F:16])=[CH:11][CH:10]=2)[S:5][C:6]=1[CH2:7]O.C(Br)(Br)(Br)[Br:20].C1(P(C2C=CC=CC=2)C2C=CC=CC=2)C=CC=CC=1. (3) Given the product [CH2:1]([O:3][C:4](=[O:20])[C:5](=[N:11][NH:12][C:13](=[O:15])[CH2:25][C:24]([O:23][CH2:21][CH3:22])=[O:29])[C:6]1[S:7][CH:8]=[CH:9][CH:10]=1)[CH3:2], predict the reactants needed to synthesize it. The reactants are: [CH2:1]([O:3][C:4](=[O:20])[C:5](=[N:11][NH:12][C:13]([O:15]C(C)(C)C)=O)[C:6]1[S:7][CH:8]=[CH:9][CH:10]=1)[CH3:2].[CH2:21]([O:23][C:24](=[O:29])[CH2:25]C(Cl)=O)[CH3:22]. (4) Given the product [C:1]([O:4][C@@H:5]1[C@@H:10]([O:11][C:12](=[O:14])[CH3:13])[C@H:9]([O:15][C:16](=[O:18])[CH3:17])[C@@H:8]([CH2:19][O:20][C:21](=[O:23])[CH3:22])[O:7][C@H:6]1[O:24][C:25]1[C:29]([CH2:30][C:31]2[CH:36]=[CH:35][C:34]([O:37][CH2:38][CH2:39][CH2:40][NH:41][C:57]([NH2:58])=[N:56][C:54]([O:53][CH2:46][C:47]3[CH:48]=[CH:49][CH:50]=[CH:51][CH:52]=3)=[O:55])=[CH:33][C:32]=2[CH3:42])=[C:28]([CH:43]([CH3:45])[CH3:44])[NH:27][N:26]=1)(=[O:3])[CH3:2], predict the reactants needed to synthesize it. The reactants are: [C:1]([O:4][C@@H:5]1[C@@H:10]([O:11][C:12](=[O:14])[CH3:13])[C@H:9]([O:15][C:16](=[O:18])[CH3:17])[C@@H:8]([CH2:19][O:20][C:21](=[O:23])[CH3:22])[O:7][C@H:6]1[O:24][C:25]1[C:29]([CH2:30][C:31]2[CH:36]=[CH:35][C:34]([O:37][CH2:38][CH2:39][CH2:40][NH2:41])=[CH:33][C:32]=2[CH3:42])=[C:28]([CH:43]([CH3:45])[CH3:44])[NH:27][N:26]=1)(=[O:3])[CH3:2].[CH2:46]([O:53][C:54]([NH:56][C:57](N1C=CC=N1)=[NH:58])=[O:55])[C:47]1[CH:52]=[CH:51][CH:50]=[CH:49][CH:48]=1. (5) Given the product [CH3:12][O:11][C:4]1[CH:3]=[C:2]([N:13]2[CH2:18][CH2:17][S:16][CH2:15][CH2:14]2)[CH:7]=[CH:6][C:5]=1[N+:8]([O-:10])=[O:9], predict the reactants needed to synthesize it. The reactants are: F[C:2]1[CH:7]=[CH:6][C:5]([N+:8]([O-:10])=[O:9])=[C:4]([O:11][CH3:12])[CH:3]=1.[NH:13]1[CH2:18][CH2:17][S:16][CH2:15][CH2:14]1.CCN(C(C)C)C(C)C. (6) Given the product [CH3:21][N:7]([CH3:6])[CH2:8][CH2:9][N:10]1[CH2:15][CH2:14][C:13]2[NH:16][C:17]([CH:27]=[O:28])=[C:18]([CH3:19])[C:12]=2[C:11]1=[O:20], predict the reactants needed to synthesize it. The reactants are: P(Cl)(Cl)(Cl)=O.[CH3:6][N:7]([CH3:21])[CH2:8][CH2:9][N:10]1[CH2:15][CH2:14][C:13]2[NH:16][CH:17]=[C:18]([CH3:19])[C:12]=2[C:11]1=[O:20].O.[OH-].[Na+].CN(C)[CH:27]=[O:28]. (7) The reactants are: C([C:5]1[C:17]2[C:8](=[N:9][C:10]3[CH2:11][CH2:12][CH2:13][CH2:14][C:15]=3[CH:16]=2)[S:7][C:6]=1C(O)=O)(C)(C)C. Given the product [C:15]([CH:13]1[CH2:12][CH2:11][C:10]2[N:9]=[C:8]3[S:7][CH:6]=[CH:5][C:17]3=[CH:16][C:15]=2[CH2:14]1)([CH3:16])([CH3:14])[CH3:10], predict the reactants needed to synthesize it.